This data is from CYP3A4 inhibition data for predicting drug metabolism from PubChem BioAssay. The task is: Regression/Classification. Given a drug SMILES string, predict its absorption, distribution, metabolism, or excretion properties. Task type varies by dataset: regression for continuous measurements (e.g., permeability, clearance, half-life) or binary classification for categorical outcomes (e.g., BBB penetration, CYP inhibition). Dataset: cyp3a4_veith. (1) The drug is N[C@@H](Cn1cc(I)c(=O)[nH]c1=O)C(=O)O. The result is 0 (non-inhibitor). (2) The compound is CCOC(=O)[C@@H](O)Cc1cnc2ccccc2n1. The result is 0 (non-inhibitor). (3) The result is 0 (non-inhibitor). The compound is Cc1[nH]n2c(=O)c3c(nc2c1-c1cccc2ccccc12)CCC3.